Dataset: TCR-epitope binding with 47,182 pairs between 192 epitopes and 23,139 TCRs. Task: Binary Classification. Given a T-cell receptor sequence (or CDR3 region) and an epitope sequence, predict whether binding occurs between them. (1) The epitope is KLSALGINAV. The TCR CDR3 sequence is CASSFGVGTESYEQYF. Result: 0 (the TCR does not bind to the epitope). (2) The epitope is IVTDFSVIK. The TCR CDR3 sequence is CSARDGLGLAYEQYF. Result: 1 (the TCR binds to the epitope). (3) The epitope is KLNVGDYFV. The TCR CDR3 sequence is CASSLQTGTGELAKNIQYF. Result: 1 (the TCR binds to the epitope). (4) The epitope is LLALHRSYL. The TCR CDR3 sequence is CASSLPHATNEKLFF. Result: 0 (the TCR does not bind to the epitope).